This data is from NCI-60 drug combinations with 297,098 pairs across 59 cell lines. The task is: Regression. Given two drug SMILES strings and cell line genomic features, predict the synergy score measuring deviation from expected non-interaction effect. (1) Drug 1: CN1C(=O)N2C=NC(=C2N=N1)C(=O)N. Drug 2: CC=C1C(=O)NC(C(=O)OC2CC(=O)NC(C(=O)NC(CSSCCC=C2)C(=O)N1)C(C)C)C(C)C. Cell line: UO-31. Synergy scores: CSS=2.13, Synergy_ZIP=-0.981, Synergy_Bliss=-0.557, Synergy_Loewe=-2.07, Synergy_HSA=-2.06. (2) Drug 1: CCC(=C(C1=CC=CC=C1)C2=CC=C(C=C2)OCCN(C)C)C3=CC=CC=C3.C(C(=O)O)C(CC(=O)O)(C(=O)O)O. Drug 2: C(=O)(N)NO. Cell line: KM12. Synergy scores: CSS=-7.18, Synergy_ZIP=-0.423, Synergy_Bliss=-4.88, Synergy_Loewe=-10.4, Synergy_HSA=-8.14. (3) Drug 1: CC(C1=C(C=CC(=C1Cl)F)Cl)OC2=C(N=CC(=C2)C3=CN(N=C3)C4CCNCC4)N. Drug 2: CCC1(CC2CC(C3=C(CCN(C2)C1)C4=CC=CC=C4N3)(C5=C(C=C6C(=C5)C78CCN9C7C(C=CC9)(C(C(C8N6C)(C(=O)OC)O)OC(=O)C)CC)OC)C(=O)OC)O.OS(=O)(=O)O. Cell line: MCF7. Synergy scores: CSS=35.2, Synergy_ZIP=2.84, Synergy_Bliss=10.7, Synergy_Loewe=-5.32, Synergy_HSA=10.8. (4) Drug 1: CCC(=C(C1=CC=CC=C1)C2=CC=C(C=C2)OCCN(C)C)C3=CC=CC=C3.C(C(=O)O)C(CC(=O)O)(C(=O)O)O. Drug 2: C1CC(C1)(C(=O)O)C(=O)O.[NH2-].[NH2-].[Pt+2]. Cell line: DU-145. Synergy scores: CSS=5.80, Synergy_ZIP=-1.68, Synergy_Bliss=1.93, Synergy_Loewe=-6.69, Synergy_HSA=-0.718. (5) Drug 1: CC1OCC2C(O1)C(C(C(O2)OC3C4COC(=O)C4C(C5=CC6=C(C=C35)OCO6)C7=CC(=C(C(=C7)OC)O)OC)O)O. Drug 2: C(CN)CNCCSP(=O)(O)O. Cell line: RPMI-8226. Synergy scores: CSS=43.7, Synergy_ZIP=-1.08, Synergy_Bliss=-3.04, Synergy_Loewe=-37.3, Synergy_HSA=-1.75. (6) Drug 1: CC1=C2C(C(=O)C3(C(CC4C(C3C(C(C2(C)C)(CC1OC(=O)C(C(C5=CC=CC=C5)NC(=O)C6=CC=CC=C6)O)O)OC(=O)C7=CC=CC=C7)(CO4)OC(=O)C)O)C)OC(=O)C. Drug 2: CCN(CC)CCCC(C)NC1=C2C=C(C=CC2=NC3=C1C=CC(=C3)Cl)OC. Cell line: DU-145. Synergy scores: CSS=47.1, Synergy_ZIP=-1.97, Synergy_Bliss=0.153, Synergy_Loewe=-19.0, Synergy_HSA=-2.77.